Dataset: Reaction yield outcomes from USPTO patents with 853,638 reactions. Task: Predict the reaction yield, written as a fraction of the theoretical maximum amount of product (1.0 means a 100% yield; for example, 0.34 means a 34% yield). (1) The catalyst is C1COCC1. The product is [Cl:12][C:10]1[CH:9]=[CH:8][C:7]([O:13][CH2:14][CH2:15][CH2:16][N:17]2[CH2:22][CH2:21][C:20]([CH2:24][C:25]3[CH:30]=[CH:29][C:28]([Cl:31])=[CH:27][CH:26]=3)([OH:23])[C:19]([CH3:33])([CH3:32])[CH2:18]2)=[C:6]([NH:5][C:3](=[O:4])[CH2:2][N:35]([CH3:36])[CH3:34])[CH:11]=1. The reactants are Cl[CH2:2][C:3]([NH:5][C:6]1[CH:11]=[C:10]([Cl:12])[CH:9]=[CH:8][C:7]=1[O:13][CH2:14][CH2:15][CH2:16][N:17]1[CH2:22][CH2:21][C:20]([CH2:24][C:25]2[CH:30]=[CH:29][C:28]([Cl:31])=[CH:27][CH:26]=2)([OH:23])[C:19]([CH3:33])([CH3:32])[CH2:18]1)=[O:4].[CH3:34][NH:35][CH3:36]. The yield is 0.670. (2) The reactants are [CH:1]1([CH2:6][CH:7]([N:11]2[C:16](=[O:17])[CH:15]=[C:14]([O:18][C:19]3[C:28]4[C:23](=[CH:24][CH:25]=[CH:26][CH:27]=4)[CH:22]=[CH:21][CH:20]=3)[CH:13]=[N:12]2)[C:8]([OH:10])=O)[CH2:5][CH2:4][CH2:3][CH2:2]1.[NH2:29][C:30]1[CH:34]=[CH:33][N:32]([CH2:35][C:36]([CH3:39])([OH:38])[CH3:37])[N:31]=1. No catalyst specified. The product is [OH:38][C:36]([CH3:39])([CH3:37])[CH2:35][N:32]1[CH:33]=[CH:34][C:30]([NH:29][C:8](=[O:10])[CH:7]([N:11]2[C:16](=[O:17])[CH:15]=[C:14]([O:18][C:19]3[C:28]4[C:23](=[CH:24][CH:25]=[CH:26][CH:27]=4)[CH:22]=[CH:21][CH:20]=3)[CH:13]=[N:12]2)[CH2:6][CH2:1][CH2:5][CH2:4][CH2:3][CH3:2])=[N:31]1. The yield is 0.110. (3) The reactants are [Cl:1][C:2]1[CH:3]=[C:4]([C:8](=[N:10][OH:11])[NH2:9])[CH:5]=[CH:6][CH:7]=1.[Cl:12][CH:13]([CH3:17])[C:14](Cl)=O. The catalyst is C(Cl)Cl. The product is [Cl:12][CH:13]([C:17]1[O:11][N:10]=[C:8]([C:4]2[CH:5]=[CH:6][CH:7]=[C:2]([Cl:1])[CH:3]=2)[N:9]=1)[CH3:14]. The yield is 0.670. (4) The product is [I:1][C:2]1[CH:3]=[C:4]([CH:9]=[CH:10][CH:11]=1)[C:5]([NH:7][NH:8][C:18](=[O:21])[CH2:19][CH3:20])=[O:6]. The catalyst is CN(C=O)C. The yield is 0.660. The reactants are [I:1][C:2]1[CH:3]=[C:4]([CH:9]=[CH:10][CH:11]=1)[C:5]([NH:7][NH2:8])=[O:6].N1C=CC=CC=1.[C:18](Cl)(=[O:21])[CH2:19][CH3:20].O. (5) The reactants are [F:1][C:2]1[CH:7]=[C:6]([O:8]C)[CH:5]=[C:4]([O:10]C)[CH:3]=1.B(Br)(Br)Br.C(Cl)Cl.O. The catalyst is C(Cl)Cl. The product is [F:1][C:2]1[CH:3]=[C:4]([OH:10])[CH:5]=[C:6]([OH:8])[CH:7]=1. The yield is 0.930.